This data is from Reaction yield outcomes from USPTO patents with 853,638 reactions. The task is: Predict the reaction yield, written as a fraction of the theoretical maximum amount of product (1.0 means a 100% yield; for example, 0.34 means a 34% yield). The reactants are [Cl:1][C:2]1[C:10]([C:11]#[N:12])=[CH:9][CH:8]=[C:7]2[C:3]=1[CH:4]=[C:5]([C:18]([OH:20])=O)[N:6]2[CH2:13][C:14]([F:17])([F:16])[F:15].S(Cl)(Cl)=O.C[N:26](C=O)C.N. The catalyst is C1(C)C=CC=CC=1.CO. The product is [Cl:1][C:2]1[C:10]([C:11]#[N:12])=[CH:9][CH:8]=[C:7]2[C:3]=1[CH:4]=[C:5]([C:18]([NH2:26])=[O:20])[N:6]2[CH2:13][C:14]([F:17])([F:16])[F:15]. The yield is 0.650.